This data is from Full USPTO retrosynthesis dataset with 1.9M reactions from patents (1976-2016). The task is: Predict the reactants needed to synthesize the given product. (1) Given the product [F:1][C:2]([F:9])([F:8])[C:3]1([O:7][C:17](=[O:18])[O:19][C:20]2[CH:21]=[CH:22][C:23]([N+:26]([O-:28])=[O:27])=[CH:24][CH:25]=2)[CH2:6][CH2:5][CH2:4]1, predict the reactants needed to synthesize it. The reactants are: [F:1][C:2]([F:9])([F:8])[C:3]1([OH:7])[CH2:6][CH2:5][CH2:4]1.N1C=CC=CC=1.Cl[C:17]([O:19][C:20]1[CH:25]=[CH:24][C:23]([N+:26]([O-:28])=[O:27])=[CH:22][CH:21]=1)=[O:18]. (2) The reactants are: [F:1][C:2]1[C:7]([I:8])=[CH:6][C:5]([C:9](=[O:16])[CH2:10][C:11]([O:13][CH2:14][CH3:15])=[O:12])=[C:4]([O:17][CH3:18])[CH:3]=1.[CH3:19]OC(OC)N(C)C.C(O)(=O)C.[NH2:31][C@@H:32]([C:35]([CH3:38])([CH3:37])[CH3:36])[CH2:33][OH:34]. Given the product [F:1][C:2]1[C:7]([I:8])=[CH:6][C:5]([C:9]([C:10](=[CH:19][NH:31][C@@H:32]([C:35]([CH3:38])([CH3:37])[CH3:36])[CH2:33][OH:34])[C:11]([O:13][CH2:14][CH3:15])=[O:12])=[O:16])=[C:4]([O:17][CH3:18])[CH:3]=1, predict the reactants needed to synthesize it. (3) Given the product [OH:1][CH:2]([C:11]1[CH:12]=[CH:13][C:14]([C:17]2[N:21]=[C:20]([C:22]3[O:26][N:25]=[C:24]([C:58]4[CH:59]=[CH:60][CH:61]=[CH:62][CH:63]=4)[C:23]=3[C:33]([F:35])([F:36])[F:34])[O:19][N:18]=2)=[CH:15][CH:16]=1)[C:3]([NH:5][CH2:6][CH2:7][C:8]([N:39]([CH3:40])[CH3:38])=[O:9])=[O:4], predict the reactants needed to synthesize it. The reactants are: [OH:1][CH:2]([C:11]1[CH:16]=[CH:15][C:14]([C:17]2[N:21]=[C:20]([C:22]3[O:26][N:25]=[C:24](C4C=CC=CC=4)[C:23]=3[C:33]([F:36])([F:35])[F:34])[O:19][N:18]=2)=[CH:13][CH:12]=1)[C:3]([NH:5][CH2:6][CH2:7][C:8](O)=[O:9])=[O:4].Cl.[CH3:38][NH:39][CH3:40].CN1CCOCC1.F[P-](F)(F)(F)(F)F.N1(O[P+](N(C)C)(N(C)C)N(C)C)[C:59]2[CH:60]=[CH:61][CH:62]=[CH:63][C:58]=2N=N1. (4) Given the product [NH2:8][C:7]1[C:2]([O:11][C:12]2[CH:21]=[CH:20][CH:19]=[CH:18][C:13]=2[C:14]([O:16][CH3:17])=[O:15])=[N:3][CH:4]=[CH:5][CH:6]=1, predict the reactants needed to synthesize it. The reactants are: Cl[C:2]1[C:7]([N+:8]([O-])=O)=[CH:6][CH:5]=[CH:4][N:3]=1.[OH:11][C:12]1[CH:21]=[CH:20][CH:19]=[CH:18][C:13]=1[C:14]([O:16][CH3:17])=[O:15].C(=O)([O-])[O-].[K+].[K+].O.